From a dataset of Forward reaction prediction with 1.9M reactions from USPTO patents (1976-2016). Predict the product of the given reaction. (1) Given the reactants C1(C)C=CC=CC=1.[I:8][C:9]1[CH:15]=[CH:14][C:12]([NH2:13])=[C:11]([CH3:16])[CH:10]=1.[C:17](O[C:17]([O:19][C:20]([CH3:23])([CH3:22])[CH3:21])=[O:18])([O:19][C:20]([CH3:23])([CH3:22])[CH3:21])=[O:18], predict the reaction product. The product is: [I:8][C:9]1[CH:15]=[CH:14][C:12]([NH:13][C:17](=[O:18])[O:19][C:20]([CH3:23])([CH3:22])[CH3:21])=[C:11]([CH3:16])[CH:10]=1. (2) The product is: [C:39]([N:43]1[CH:47]=[C:46]([NH:48][C:31]([NH:4][C:3]2[CH:5]=[CH:6][C:7]([O:9][C:10]3[C:11]4[N:18]([CH3:19])[CH:17]=[CH:16][C:12]=4[N:13]=[CH:14][N:15]=3)=[CH:8][C:2]=2[Cl:1])=[O:37])[CH:45]=[N:44]1)([CH3:42])([CH3:41])[CH3:40]. Given the reactants [Cl:1][C:2]1[CH:8]=[C:7]([O:9][C:10]2[C:11]3[N:18]([CH3:19])[CH:17]=[CH:16][C:12]=3[N:13]=[CH:14][N:15]=2)[CH:6]=[CH:5][C:3]=1[NH2:4].C(N(CC)CC)C.ClC(Cl)(O[C:31](=[O:37])OC(Cl)(Cl)Cl)Cl.[C:39]([N:43]1[CH:47]=[C:46]([NH2:48])[CH:45]=[N:44]1)([CH3:42])([CH3:41])[CH3:40], predict the reaction product.